This data is from Catalyst prediction with 721,799 reactions and 888 catalyst types from USPTO. The task is: Predict which catalyst facilitates the given reaction. (1) Reactant: [N:1]1([C:5]2[N:10]=[C:9]([CH2:11][N:12]3[C@@H:16]([CH3:17])[C@@H:15]([C:18]4[CH:23]=[C:22]([C:24]([F:27])([F:26])[F:25])[CH:21]=[C:20]([C:28]([F:31])([F:30])[F:29])[CH:19]=4)[O:14][C:13]3=[O:32])[C:8]([C:33]3[C:34]([CH3:47])=[C:35](/[CH:41]=[CH:42]/[C:43]([O:45]C)=[O:44])[CH:36]=[CH:37][C:38]=3[O:39][CH3:40])=[CH:7][CH:6]=2)[CH2:4][CH2:3][CH2:2]1.[H][H]. Product: [N:1]1([C:5]2[N:10]=[C:9]([CH2:11][N:12]3[C@@H:16]([CH3:17])[C@@H:15]([C:18]4[CH:19]=[C:20]([C:28]([F:30])([F:29])[F:31])[CH:21]=[C:22]([C:24]([F:25])([F:27])[F:26])[CH:23]=4)[O:14][C:13]3=[O:32])[C:8]([C:33]3[C:34]([CH3:47])=[C:35]([CH2:41][CH2:42][C:43]([OH:45])=[O:44])[CH:36]=[CH:37][C:38]=3[O:39][CH3:40])=[CH:7][CH:6]=2)[CH2:4][CH2:3][CH2:2]1. The catalyst class is: 19. (2) Reactant: Br[C:2]1[C:3]([NH:9][CH2:10][C:11]([OH:13])=O)=[N:4][CH:5]=[C:6]([Br:8])[N:7]=1.[CH2:14]([NH2:16])[CH3:15].P(=O)(O)(O)O. Product: [Br:8][C:6]1[N:7]=[C:2]2[N:16]([CH2:14][CH3:15])[C:11](=[O:13])[CH2:10][NH:9][C:3]2=[N:4][CH:5]=1. The catalyst class is: 6. (3) Reactant: [CH2:1]([CH:3]([CH2:18][CH2:19][CH2:20][CH3:21])[CH2:4][O:5][P:6]([O-:17])([O:8][CH2:9][CH:10]([CH2:15][CH3:16])[CH2:11][CH2:12][CH2:13][CH3:14])=[O:7])[CH3:2].[Cl-].[CH2:23]([N+:27]1[CH:31]=[CH:30][N:29]([CH2:32][CH2:33][CH2:34][CH2:35][CH2:36][CH3:37])[CH:28]=1)[CH2:24][CH2:25][CH3:26].[OH-].[Na+]. Product: [CH2:1]([CH:3]([CH2:18][CH2:19][CH2:20][CH3:21])[CH2:4][O:5][P:6]([O-:17])([O:8][CH2:9][CH:10]([CH2:15][CH3:16])[CH2:11][CH2:12][CH2:13][CH3:14])=[O:7])[CH3:2].[CH2:23]([N+:27]1[CH:31]=[CH:30][N:29]([CH2:32][CH2:33][CH2:34][CH2:35][CH2:36][CH3:37])[CH:28]=1)[CH2:24][CH2:25][CH3:26]. The catalyst class is: 95. (4) The catalyst class is: 127. Product: [CH3:1][O:2][C:3](=[O:15])[CH2:4][CH:5]([C:6]1[CH:14]=[C:13]2[C:9]([CH:10]=[CH:11][NH:12]2)=[CH:8][CH:7]=1)[C:21]1[CH:20]=[CH:19][CH:18]=[C:17]([Cl:16])[CH:22]=1. Reactant: [CH3:1][O:2][C:3](=[O:15])[CH:4]=[CH:5][C:6]1[CH:14]=[C:13]2[C:9]([CH:10]=[CH:11][NH:12]2)=[CH:8][CH:7]=1.[Cl:16][C:17]1[CH:18]=[C:19](B(O)O)[CH:20]=[CH:21][CH:22]=1. (5) Reactant: C1C=C(Cl)C=C(C(OO)=[O:9])C=1.[C:12]([O:16][C:17]([N:19]1[CH2:24][CH2:23][CH:22]([O:25][CH:26]([C:29]2[O:33][N:32]=[C:31]([C:34]3[CH:39]=[CH:38][C:37]([S:40][CH3:41])=[C:36]([F:42])[CH:35]=3)[N:30]=2)[CH2:27][CH3:28])[CH2:21][CH2:20]1)=[O:18])([CH3:15])([CH3:14])[CH3:13]. Product: [C:12]([O:16][C:17]([N:19]1[CH2:24][CH2:23][CH:22]([O:25][CH:26]([C:29]2[O:33][N:32]=[C:31]([C:34]3[CH:39]=[CH:38][C:37]([S:40]([CH3:41])=[O:9])=[C:36]([F:42])[CH:35]=3)[N:30]=2)[CH2:27][CH3:28])[CH2:21][CH2:20]1)=[O:18])([CH3:15])([CH3:13])[CH3:14]. The catalyst class is: 2. (6) Reactant: CCN(C(C)C)C(C)C.[Li]CCCC.[Cl:15][C:16]1[CH:24]=[CH:23][C:19]([C:20]([OH:22])=[O:21])=[CH:18][C:17]=1[F:25].[Br:26]C(Cl)(Cl)C(Br)(Cl)Cl. Product: [Br:26][C:18]1[C:17]([F:25])=[C:16]([Cl:15])[CH:24]=[CH:23][C:19]=1[C:20]([OH:22])=[O:21]. The catalyst class is: 1. (7) Reactant: [CH2:1]([C@:8]12[CH2:18][CH2:17][C:16](=[O:19])[CH2:15][C@H:14]1[CH2:13][CH2:12][CH2:11][C:10]1[CH:20]=[C:21]([O:24]S(C(F)(F)F)(=O)=O)[CH:22]=[CH:23][C:9]2=1)[C:2]1[CH:7]=[CH:6][CH:5]=[CH:4][CH:3]=1.[CH2:32]([C@@:39]12[CH2:49][CH2:48][C:47](=[O:50])[CH2:46][C@@H:45]1[CH2:44][CH2:43][CH2:42][C:41]1[CH:51]=[C:52]([O:55]S(C(F)(F)F)(=O)=O)[CH:53]=[CH:54][C:40]2=1)[C:33]1[CH:38]=[CH:37][CH:36]=[CH:35][CH:34]=1.CC1(C)C2C(=C(P(C3C=CC=CC=3)C3C=CC=CC=3)C=CC=2)[O:84][C:66]2C(P(C3C=CC=CC=3)C3C=CC=CC=3)=CC=CC1=2.CO. Product: [CH3:66][O:84][C:52]([C:21]1[CH:22]=[CH:23][C:9]2[C@@:8]3([CH2:1][C:2]4[CH:3]=[CH:4][CH:5]=[CH:6][CH:7]=4)[CH2:18][CH2:17][C:16](=[O:19])[CH2:15][C@H:14]3[CH2:13][CH2:12][CH2:11][C:10]=2[CH:20]=1)=[O:55].[CH3:66][O:84][C:21]([C:52]1[CH:53]=[CH:54][C:40]2[C@:39]3([CH2:32][C:33]4[CH:34]=[CH:35][CH:36]=[CH:37][CH:38]=4)[CH2:49][CH2:48][C:47](=[O:50])[CH2:46][C@@H:45]3[CH2:44][CH2:43][CH2:42][C:41]=2[CH:51]=1)=[O:24]. The catalyst class is: 533.